From a dataset of Full USPTO retrosynthesis dataset with 1.9M reactions from patents (1976-2016). Predict the reactants needed to synthesize the given product. (1) The reactants are: Br[CH2:2][C:3]([C:5]1[O:6][CH:7]=[CH:8][CH:9]=1)=O.[Cl:10][C:11]1[N:16]=[N:15][C:14]([NH2:17])=[CH:13][CH:12]=1.C(Cl)(Cl)Cl.C(O)(C)C. Given the product [Cl:10][C:11]1[CH:12]=[CH:13][C:14]2[N:15]([CH:2]=[C:3]([C:5]3[O:6][CH:7]=[CH:8][CH:9]=3)[N:17]=2)[N:16]=1, predict the reactants needed to synthesize it. (2) Given the product [Cl:17][C:18]1[C:19]([N:25]2[CH2:30][CH2:29][N:28]([C:11]([C:10]3[CH:9]=[CH:8][C:7]([N:3]4[CH2:4][CH2:5][CH2:6][S:2]4(=[O:1])=[O:16])=[CH:15][CH:14]=3)=[O:13])[CH2:27][CH2:26]2)=[N:20][CH:21]=[C:22]([Cl:24])[CH:23]=1, predict the reactants needed to synthesize it. The reactants are: [O:1]=[S:2]1(=[O:16])[CH2:6][CH2:5][CH2:4][N:3]1[C:7]1[CH:15]=[CH:14][C:10]([C:11]([OH:13])=O)=[CH:9][CH:8]=1.[Cl:17][C:18]1[C:19]([N:25]2[CH2:30][CH2:29][NH:28][CH2:27][CH2:26]2)=[N:20][CH:21]=[C:22]([Cl:24])[CH:23]=1. (3) Given the product [C:53]1([NH:63][C:35]([NH:21][C:10]2[C:11]3[C:16](=[CH:15][CH:14]=[CH:13][CH:12]=3)[C:7]([O:6][CH2:1][CH2:2][CH2:3][CH2:4][CH3:5])=[CH:8][CH:9]=2)=[O:43])[C:62]2[C:57](=[CH:58][CH:59]=[CH:60][CH:61]=2)[CH:56]=[CH:55][CH:54]=1, predict the reactants needed to synthesize it. The reactants are: [CH2:1]([O:6][C:7]1[C:16]2[C:11](=[CH:12][CH:13]=[CH:14][CH:15]=2)[C:10](C(O)=O)=[CH:9][CH:8]=1)[CH2:2][CH2:3][CH2:4][CH3:5].C[N:21]([CH3:35])C1C2C(=CC=CC=2N(C)C)C=CC=1.C1C=CC(P(N=[N+]=[N-])(C2C=CC=CC=2)=[O:43])=CC=1.[C:53]1([NH2:63])[C:62]2[C:57](=[CH:58][CH:59]=[CH:60][CH:61]=2)[CH:56]=[CH:55][CH:54]=1.Cl. (4) Given the product [C:1]([NH:20][CH2:19][C@@H:14]([CH2:13][CH:11]([CH3:12])[CH3:10])[CH2:15][C:16]([OH:18])=[O:17])(=[O:8])[C:2]1[CH:7]=[CH:6][CH:5]=[CH:4][CH:3]=1, predict the reactants needed to synthesize it. The reactants are: [C:1](Cl)(=[O:8])[C:2]1[CH:7]=[CH:6][CH:5]=[CH:4][CH:3]=1.[CH3:10][CH:11]([CH2:13][C@H:14]([CH2:19][NH2:20])[CH2:15][C:16]([OH:18])=[O:17])[CH3:12]. (5) Given the product [C:8]([O:7][C:6](=[O:12])[NH:5][CH2:4][C:3]1[CH:13]=[CH:14][CH:15]=[CH:16][C:2]=1[NH:1][CH3:20])([CH3:11])([CH3:10])[CH3:9], predict the reactants needed to synthesize it. The reactants are: [NH2:1][C:2]1[CH:16]=[CH:15][CH:14]=[CH:13][C:3]=1[CH2:4][NH:5][C:6](=[O:12])[O:7][C:8]([CH3:11])([CH3:10])[CH3:9].N1C2C=CC=C[C:20]=2N=N1.C=O.[BH4-].[Na+].C(=O)([O-])O.[Na+]. (6) Given the product [CH:1]1([CH2:4][N:5]([CH2:6][CH2:7][C:8]2[CH:9]=[CH:10][C:11]([C:14]3[N:18]=[CH:17][N:16]([C:19]4[CH:20]=[CH:21][C:22]([O:25][C:26]([F:27])([F:28])[F:29])=[CH:23][CH:24]=4)[N:15]=3)=[CH:12][CH:13]=2)[C:47](/[N:46]=[C:41]2\[S:42][CH2:43][C:44](=[O:45])[N:40]\2[C:34]2[CH:35]=[C:36]([CH3:39])[CH:37]=[CH:38][C:33]=2[CH:30]([CH3:31])[CH3:32])=[O:48])[CH2:3][CH2:2]1, predict the reactants needed to synthesize it. The reactants are: [CH:1]1([CH2:4][NH:5][CH2:6][CH2:7][C:8]2[CH:13]=[CH:12][C:11]([C:14]3[N:18]=[CH:17][N:16]([C:19]4[CH:24]=[CH:23][C:22]([O:25][C:26]([F:29])([F:28])[F:27])=[CH:21][CH:20]=4)[N:15]=3)=[CH:10][CH:9]=2)[CH2:3][CH2:2]1.[CH:30]([C:33]1[CH:38]=[CH:37][C:36]([CH3:39])=[CH:35][C:34]=1[N:40]1[C:44](=[O:45])[CH2:43][S:42]/[C:41]/1=[N:46]\[C:47](=O)[O:48]C1C=CC([N+]([O-])=O)=CC=1)([CH3:32])[CH3:31]. (7) Given the product [Cl:1][C:2]1[CH:7]=[C:6]([Cl:8])[CH:5]=[CH:4][C:3]=1[C:9]1([NH:12][C:13]2[C:14]3[N:15]([CH:21]=[CH:22][CH:23]=3)[N:16]=[CH:17][C:18]=2[C:19]([NH2:20])=[O:25])[CH2:10][CH2:11]1, predict the reactants needed to synthesize it. The reactants are: [Cl:1][C:2]1[CH:7]=[C:6]([Cl:8])[CH:5]=[CH:4][C:3]=1[C:9]1([NH:12][C:13]2[C:14]3[N:15]([CH:21]=[CH:22][CH:23]=3)[N:16]=[CH:17][C:18]=2[C:19]#[N:20])[CH2:11][CH2:10]1.[NH4+].[OH-:25].OO. (8) Given the product [CH3:38][O:37][C:34]1[CH:33]=[CH:32][C:31]([CH2:30][N:8]([CH2:7][C:6]2[CH:5]=[CH:4][C:3]([O:2][CH3:1])=[CH:40][CH:39]=2)[C:9]2[N:10]=[CH:11][C:12]([C:15]3[C:16]4[CH2:29][CH2:28][N:27]([C:42]5[CH:43]=[CH:44][C:45]([CH2:48][C:49]([N:51]6[CH2:52][CH2:53][N:54]([CH3:57])[CH2:55][CH2:56]6)=[O:50])=[CH:46][CH:47]=5)[C:17]=4[N:18]=[C:19]([N:21]4[CH2:26][CH2:25][O:24][CH2:23][CH2:22]4)[N:20]=3)=[CH:13][N:14]=2)=[CH:36][CH:35]=1, predict the reactants needed to synthesize it. The reactants are: [CH3:1][O:2][C:3]1[CH:40]=[CH:39][C:6]([CH2:7][N:8]([CH2:30][C:31]2[CH:36]=[CH:35][C:34]([O:37][CH3:38])=[CH:33][CH:32]=2)[C:9]2[N:14]=[CH:13][C:12]([C:15]3[C:16]4[CH2:29][CH2:28][NH:27][C:17]=4[N:18]=[C:19]([N:21]4[CH2:26][CH2:25][O:24][CH2:23][CH2:22]4)[N:20]=3)=[CH:11][N:10]=2)=[CH:5][CH:4]=1.Br[C:42]1[CH:47]=[CH:46][C:45]([CH2:48][C:49]([N:51]2[CH2:56][CH2:55][N:54]([CH3:57])[CH2:53][CH2:52]2)=[O:50])=[CH:44][CH:43]=1. (9) Given the product [Cl:1][C:2]1[C:3]([N:31]2[CH2:32][CH2:33][N:34]([CH2:37][C:38]3[N:39]=[C:40]([CH3:43])[S:41][CH:42]=3)[CH2:35][CH2:36]2)=[C:4]2[N:10]=[C:9]([C:11]3[CH:30]=[CH:29][C:14]([CH2:15][N:16]4[CH2:21][CH2:20][NH:19][CH2:18][CH2:17]4)=[CH:13][CH:12]=3)[NH:8][C:5]2=[N:6][CH:7]=1, predict the reactants needed to synthesize it. The reactants are: [Cl:1][C:2]1[C:3]([N:31]2[CH2:36][CH2:35][N:34]([CH2:37][C:38]3[N:39]=[C:40]([CH3:43])[S:41][CH:42]=3)[CH2:33][CH2:32]2)=[C:4]2[N:10]=[C:9]([C:11]3[CH:30]=[CH:29][C:14]([CH2:15][N:16]4[CH2:21][CH2:20][N:19](C(OC(C)(C)C)=O)[CH2:18][CH2:17]4)=[CH:13][CH:12]=3)[NH:8][C:5]2=[N:6][CH:7]=1.C(O)(C(F)(F)F)=O.